Dataset: Full USPTO retrosynthesis dataset with 1.9M reactions from patents (1976-2016). Task: Predict the reactants needed to synthesize the given product. (1) Given the product [C:35]([O:38][CH2:20][CH2:22][C:23]1[S:25][CH:2]=[C:3]([C:5]2[CH:19]=[CH:18][C:8]([C:9](=[O:10])[NH:11][CH2:12][CH2:13][C:14]([F:17])([F:16])[F:15])=[CH:7][CH:6]=2)[N:24]=1)(=[O:36])[CH3:26], predict the reactants needed to synthesize it. The reactants are: Br[CH2:2][C:3]([C:5]1[CH:19]=[CH:18][C:8]([C:9]([NH:11][CH2:12][CH2:13][C:14]([F:17])([F:16])[F:15])=[O:10])=[CH:7][CH:6]=1)=O.[C:20]([CH2:22][C:23](=[S:25])[NH2:24])#N.[CH3:26][Si](Cl)(C)C.O=S(Cl)Cl.[C:35]([O-:38])(O)=[O:36].[Na+]. (2) Given the product [CH3:1][O:2][C:3]1[CH:4]=[C:5]2[C:10](=[CH:11][C:12]=1[O:13][CH3:14])[N:9]=[CH:8][CH:7]=[C:6]2[O:15][C:16]1[CH:21]=[CH:20][C:19]([NH:22][C:23]([N:25]2[CH2:26][CH2:27][O:28][C:40]2=[O:42])=[O:24])=[CH:18][C:17]=1[F:29], predict the reactants needed to synthesize it. The reactants are: [CH3:1][O:2][C:3]1[CH:4]=[C:5]2[C:10](=[CH:11][C:12]=1[O:13][CH3:14])[N:9]=[CH:8][CH:7]=[C:6]2[O:15][C:16]1[CH:21]=[CH:20][C:19]([NH:22][C:23]([NH:25][CH2:26][CH2:27][OH:28])=[O:24])=[CH:18][C:17]=1[F:29].CCN(C(C)C)C(C)C.Cl[C:40](Cl)([O:42]C(=O)OC(Cl)(Cl)Cl)Cl. (3) Given the product [O:1]1[C:10]2[CH:9]=[C:8]([CH2:11][NH:12][C:13]3([C:26]([NH:28][CH3:29])=[O:27])[CH2:14][CH2:15][NH:16][CH2:17][CH2:18]3)[N:7]=[CH:6][C:5]=2[O:4][CH2:3][CH2:2]1, predict the reactants needed to synthesize it. The reactants are: [O:1]1[C:10]2[CH:9]=[C:8]([CH2:11][NH:12][C:13]3([C:26]([NH:28][CH3:29])=[O:27])[CH2:18][CH2:17][N:16](C(OC(C)(C)C)=O)[CH2:15][CH2:14]3)[N:7]=[CH:6][C:5]=2[O:4][CH2:3][CH2:2]1.FC(F)(F)C(O)=O. (4) The reactants are: [CH2:1]([O:3][C:4]1[CH:9]=[CH:8][C:7]([C:10](=[O:17])[CH2:11][CH2:12][C:13]([O:15][CH3:16])=[O:14])=[CH:6][CH:5]=1)[CH3:2].[CH:18](OC)(OC)[O:19]C.O.[C:26]1(C)C=CC(S(O)(=O)=O)=CC=1.C(=O)([O-])O.[Na+]. Given the product [CH2:1]([O:3][C:4]1[CH:5]=[CH:6][C:7]([C:10]([O:19][CH3:18])([O:17][CH3:26])[CH2:11][CH2:12][C:13]([O:15][CH3:16])=[O:14])=[CH:8][CH:9]=1)[CH3:2], predict the reactants needed to synthesize it. (5) Given the product [Cl:28][C:25]1[CH:26]=[CH:27][C:22]([C@H:9]2[N:10]3[C:11]([S:12][C:13]([C:19]([N:29]4[CH2:35][CH2:34][C:33](=[O:36])[NH:32][CH2:31][CH2:30]4)=[O:20])=[C:14]3[CH:16]([CH3:17])[CH3:18])=[N:15][C@H:8]2[C:5]2[CH:4]=[CH:3][C:2]([Cl:1])=[CH:7][CH:6]=2)=[CH:23][CH:24]=1, predict the reactants needed to synthesize it. The reactants are: [Cl:1][C:2]1[CH:7]=[CH:6][C:5]([C@H:8]2[N:15]3[C:11]([S:12][C:13]([C:19](O)=[O:20])=[C:14]3[CH:16]([CH3:18])[CH3:17])=[N:10][C@H:9]2[C:22]2[CH:27]=[CH:26][C:25]([Cl:28])=[CH:24][CH:23]=2)=[CH:4][CH:3]=1.[NH:29]1[CH2:35][CH2:34][C:33](=[O:36])[NH:32][CH2:31][CH2:30]1. (6) Given the product [F:40][C:41]([F:46])([F:45])[C:42]([OH:44])=[O:43].[F:32][C:26]1[CH:27]=[C:28]([F:31])[CH:29]=[CH:30][C:25]=1[N:24]1[CH:20]([C:16]2[CH:17]=[CH:18][CH:19]=[C:14]([C:11]3[CH2:12][CH2:13][NH:8][CH2:9][CH:10]=3)[CH:15]=2)[CH2:21][C:22]([C:33]([F:38])([F:39])[C:34]([F:36])([F:37])[F:35])=[N:23]1, predict the reactants needed to synthesize it. The reactants are: C([N:8]1[CH2:13][CH:12]=[C:11]([C:14]2[CH:15]=[C:16]([CH:20]3[N:24]([C:25]4[CH:30]=[CH:29][C:28]([F:31])=[CH:27][C:26]=4[F:32])[N:23]=[C:22]([C:33]([F:39])([F:38])[C:34]([F:37])([F:36])[F:35])[CH2:21]3)[CH:17]=[CH:18][CH:19]=2)[CH2:10][CH2:9]1)(OC(C)(C)C)=O.[F:40][C:41]([F:46])([F:45])[C:42]([OH:44])=[O:43]. (7) Given the product [CH3:86][O:85][C:83]1[CH:82]=[CH:81][C:78]([CH:79]=[O:80])=[C:77]([O:76][CH2:5][CH:6]2[CH2:11][CH:10]([O:12][CH2:13][CH2:14][CH2:15][CH2:16][CH2:17][CH2:18][CH2:19][CH2:20][CH2:21][CH2:22][CH2:23][CH2:24][CH2:25][CH2:26][CH2:27][CH2:28][CH2:29][CH3:30])[CH:9]([O:31][CH2:32][CH2:33][CH2:34][CH2:35][CH2:36][CH2:37][CH2:38][CH2:39][CH2:40][CH2:41][CH2:42][CH2:43][CH2:44][CH2:45][CH2:46][CH2:47][CH2:48][CH3:49])[CH:8]([O:50][CH2:51][CH2:52][CH2:53][CH2:54][CH2:55][CH2:56][CH2:57][CH2:58][CH2:59][CH2:60][CH2:61][CH2:62][CH2:63][CH2:64][CH2:65][CH2:66][CH2:67][CH3:68])[CH2:7]2)[CH:84]=1, predict the reactants needed to synthesize it. The reactants are: S(C1C=CC(C)=CC=1)(O[CH2:5][CH:6]1[CH2:11][CH:10]([O:12][CH2:13][CH2:14][CH2:15][CH2:16][CH2:17][CH2:18][CH2:19][CH2:20][CH2:21][CH2:22][CH2:23][CH2:24][CH2:25][CH2:26][CH2:27][CH2:28][CH2:29][CH3:30])[CH:9]([O:31][CH2:32][CH2:33][CH2:34][CH2:35][CH2:36][CH2:37][CH2:38][CH2:39][CH2:40][CH2:41][CH2:42][CH2:43][CH2:44][CH2:45][CH2:46][CH2:47][CH2:48][CH3:49])[CH:8]([O:50][CH2:51][CH2:52][CH2:53][CH2:54][CH2:55][CH2:56][CH2:57][CH2:58][CH2:59][CH2:60][CH2:61][CH2:62][CH2:63][CH2:64][CH2:65][CH2:66][CH2:67][CH3:68])[CH2:7]1)(=O)=O.[OH:76][C:77]1[CH:84]=[C:83]([O:85][CH3:86])[CH:82]=[CH:81][C:78]=1[CH:79]=[O:80].C(=O)([O-])[O-].[K+].[K+]. (8) Given the product [C:1]([N:4]([C:5]1[C:6]([I:29])=[C:7]([C:21](=[O:22])[NH:23][CH2:24][CH:25]([OH:28])[CH2:26][OH:27])[C:8]([I:20])=[C:9]([C:10](=[O:11])[NH:12][CH2:13][CH:14]([OH:17])[CH2:15][OH:16])[C:18]=1[I:19])[CH2:51][CH:50]([OH:52])[CH2:49][N:46]1[C:44](=[O:58])[N:43]([CH2:53][CH:54]([OH:56])[CH2:55][N:4]([C:1](=[O:3])[CH3:2])[C:5]2[C:6]([I:29])=[C:7]([C:21](=[O:22])[NH:23][CH2:24][CH:25]([OH:28])[CH2:26][OH:27])[C:8]([I:20])=[C:9]([C:10](=[O:11])[NH:12][CH2:13][CH:14]([OH:17])[CH2:15][OH:16])[C:18]=2[I:19])[C:41](=[O:42])[N:40]([CH2:39][CH:37]([OH:38])[CH2:36][N:4]([C:1](=[O:3])[CH3:2])[C:5]2[C:6]([I:29])=[C:7]([C:21](=[O:22])[NH:23][CH2:24][CH:25]([OH:28])[CH2:26][OH:27])[C:8]([I:20])=[C:9]([C:10](=[O:11])[NH:12][CH2:13][CH:14]([OH:17])[CH2:15][OH:16])[C:18]=2[I:19])[C:47]1=[O:48])(=[O:30])[CH3:2], predict the reactants needed to synthesize it. The reactants are: [C:1]([NH:4][C:5]1[C:6]([I:29])=[C:7]([C:21]([NH:23][CH2:24][CH:25]([OH:28])[CH2:26][OH:27])=[O:22])[C:8]([I:20])=[C:9]([C:18]=1[I:19])[C:10]([NH:12][CH2:13][CH:14]([OH:17])[CH2:15][OH:16])=[O:11])(=[O:3])[CH3:2].[OH-:30].[K+].B(O)(O)O.[CH2:36]1[O:38][CH:37]1[CH2:39][N:40]1[C:47](=[O:48])[N:46]([CH2:49][CH:50]2[O:52][CH2:51]2)[C:44](=O)[N:43]([CH2:53][CH:54]2[O:56][CH2:55]2)[C:41]1=[O:42].Cl.[OH2:58].